From a dataset of Forward reaction prediction with 1.9M reactions from USPTO patents (1976-2016). Predict the product of the given reaction. (1) Given the reactants [CH3:1][C:2]1[S:6][C:5]([C:7]([O:9]C)=[O:8])=[CH:4][C:3]=1[C:11]1[N:15]([CH3:16])[N:14]=[CH:13][C:12]=1[CH:17]([CH3:19])[CH3:18].[OH-].[Na+], predict the reaction product. The product is: [CH3:1][C:2]1[S:6][C:5]([C:7]([OH:9])=[O:8])=[CH:4][C:3]=1[C:11]1[N:15]([CH3:16])[N:14]=[CH:13][C:12]=1[CH:17]([CH3:19])[CH3:18]. (2) The product is: [CH:1]1([C:4]2[C:5]([N:13]3[CH2:18][CH2:17][N:16]([C:19]([C:21]4[CH:26]=[CH:25][C:24]([N:30]5[CH2:31][CH2:32][O:28][C:29]5=[O:33])=[CH:23][CH:22]=4)=[O:20])[CH2:15][CH2:14]3)=[N:6][CH:7]=[C:8]([CH:10]3[CH2:12][CH2:11]3)[CH:9]=2)[CH2:3][CH2:2]1. Given the reactants [CH:1]1([C:4]2[C:5]([N:13]3[CH2:18][CH2:17][N:16]([C:19]([C:21]4[CH:26]=[CH:25][C:24](I)=[CH:23][CH:22]=4)=[O:20])[CH2:15][CH2:14]3)=[N:6][CH:7]=[C:8]([CH:10]3[CH2:12][CH2:11]3)[CH:9]=2)[CH2:3][CH2:2]1.[O:28]1[CH2:32][CH2:31][NH:30][C:29]1=[O:33], predict the reaction product. (3) Given the reactants [CH3:1][C:2]1[CH:3]=[C:4]([CH:19]=[CH:20][C:21]=1[CH3:22])[C:5]([C:7]1[C:16](=[O:17])[C:15]2[C:10](=[N:11][C:12]([CH3:18])=[CH:13][CH:14]=2)[NH:9][CH:8]=1)=[O:6].[H-].[Na+].[Br:25][C:26]1[CH:31]=[CH:30][CH:29]=[C:28]([CH2:32]Br)[N:27]=1, predict the reaction product. The product is: [Br:25][C:26]1[N:27]=[C:28]([CH2:32][N:9]2[C:10]3[C:15](=[CH:14][CH:13]=[C:12]([CH3:18])[N:11]=3)[C:16](=[O:17])[C:7]([C:5](=[O:6])[C:4]3[CH:19]=[CH:20][C:21]([CH3:22])=[C:2]([CH3:1])[CH:3]=3)=[CH:8]2)[CH:29]=[CH:30][CH:31]=1.